This data is from Forward reaction prediction with 1.9M reactions from USPTO patents (1976-2016). The task is: Predict the product of the given reaction. (1) Given the reactants Br[C:2]1[C:7]2[NH:8][C:9]([N:11]3[CH2:16][CH2:15][N:14]([C:17]4[C:22]([C:23]([F:26])([F:25])[F:24])=[CH:21][CH:20]=[CH:19][N:18]=4)[CH2:13][C@H:12]3[CH3:27])=[N:10][C:6]=2[CH:5]=[C:4]([C:28]([F:31])([F:30])[F:29])[CH:3]=1.[F:32][C:33]1[CH:34]=[C:35](B(O)O)[CH:36]=[C:37]([F:40])[C:38]=1[F:39], predict the reaction product. The product is: [CH3:27][C@@H:12]1[CH2:13][N:14]([C:17]2[C:22]([C:23]([F:25])([F:26])[F:24])=[CH:21][CH:20]=[CH:19][N:18]=2)[CH2:15][CH2:16][N:11]1[C:9]1[NH:8][C:7]2[C:2]([C:35]3[CH:34]=[C:33]([F:32])[C:38]([F:39])=[C:37]([F:40])[CH:36]=3)=[CH:3][C:4]([C:28]([F:31])([F:30])[F:29])=[CH:5][C:6]=2[N:10]=1. (2) Given the reactants CN1CCOCC1.F[P-](F)(F)(F)(F)F.N1(OC(N(C)C)=[N+](C)C)C2C=CC=CC=2N=N1.O.ON1C2C=CC=CC=2N=N1.[CH2:43]([N:46]1[CH2:51][CH2:50][N:49]([C:52]2[CH:60]=[CH:59][C:55]([C:56]([OH:58])=O)=[CH:54][CH:53]=2)[CH2:48][CH2:47]1)[CH2:44][CH3:45].Cl.[NH2:62][C@@H:63]([CH2:75][CH:76]([CH3:78])[CH3:77])[C:64]([N:66]1[CH2:70][CH2:69][C@H:68]2[O:71][CH2:72][C@H:73]([OH:74])[C@@H:67]12)=[O:65], predict the reaction product. The product is: [OH:74][C@@H:73]1[C@H:67]2[N:66]([C:64](=[O:65])[C@@H:63]([NH:62][C:56](=[O:58])[C:55]3[CH:54]=[CH:53][C:52]([N:49]4[CH2:48][CH2:47][N:46]([CH2:43][CH2:44][CH3:45])[CH2:51][CH2:50]4)=[CH:60][CH:59]=3)[CH2:75][CH:76]([CH3:78])[CH3:77])[CH2:70][CH2:69][C@H:68]2[O:71][CH2:72]1. (3) Given the reactants [C:1]([O:5][C:6](=[O:20])[NH:7][C:8]1[CH:13]=[C:12](F)[C:11]([C:15]#[N:16])=[CH:10][C:9]=1[N+:17]([O-:19])=[O:18])([CH3:4])([CH3:3])[CH3:2].[CH3:21][NH:22][CH2:23][CH2:24][CH3:25], predict the reaction product. The product is: [C:1]([O:5][C:6](=[O:20])[NH:7][C:8]1[CH:13]=[C:12]([N:22]([CH3:21])[CH2:23][CH2:24][CH3:25])[C:11]([C:15]#[N:16])=[CH:10][C:9]=1[N+:17]([O-:19])=[O:18])([CH3:4])([CH3:3])[CH3:2].